Dataset: Forward reaction prediction with 1.9M reactions from USPTO patents (1976-2016). Task: Predict the product of the given reaction. (1) Given the reactants [NH2:1][C@H:2]1[CH2:7][CH2:6][CH2:5][CH2:4][C@H:3]1[NH:8][C:9]1[CH:10]=[C:11]([NH:17][C:18]2[S:22][N:21]=[C:20]([CH3:23])[CH:19]=2)[C:12]([C:15]#[N:16])=[N:13][CH:14]=1.[OH-].[Na+].OO.CC(O)=[O:30], predict the reaction product. The product is: [NH2:1][C@H:2]1[CH2:7][CH2:6][CH2:5][CH2:4][C@H:3]1[NH:8][C:9]1[CH:10]=[C:11]([NH:17][C:18]2[S:22][N:21]=[C:20]([CH3:23])[CH:19]=2)[C:12]([C:15]([NH2:16])=[O:30])=[N:13][CH:14]=1. (2) Given the reactants [Cl:1][C:2]1[CH:7]=[CH:6][C:5]([C:8]2[CH2:13][CH2:12][N:11]([C:14]([O:16][C:17]([CH3:20])([CH3:19])[CH3:18])=[O:15])[CH2:10][CH:9]=2)=[CH:4][CH:3]=1, predict the reaction product. The product is: [Cl:1][C:2]1[CH:7]=[CH:6][C:5]([CH:8]2[CH2:9][CH2:10][N:11]([C:14]([O:16][C:17]([CH3:20])([CH3:19])[CH3:18])=[O:15])[CH2:12][CH2:13]2)=[CH:4][CH:3]=1. (3) Given the reactants Br[C:2]1[CH:7]=[CH:6][C:5]([CH3:8])=[CH:4][CH:3]=1.II.[CH2:11]([N:18]1[CH2:23][CH2:22][C:21](=[O:24])[CH2:20][CH2:19]1)[C:12]1[CH:17]=[CH:16][CH:15]=[CH:14][CH:13]=1.[NH4+].[Cl-], predict the reaction product. The product is: [CH2:11]([N:18]1[CH2:23][CH2:22][C:21]([C:2]2[CH:7]=[CH:6][C:5]([CH3:8])=[CH:4][CH:3]=2)([OH:24])[CH2:20][CH2:19]1)[C:12]1[CH:13]=[CH:14][CH:15]=[CH:16][CH:17]=1. (4) Given the reactants [CH3:1][O:2][C:3]1[CH:4]=[C:5]2[C:10](=[CH:11][CH:12]=1)[C:9](=[O:13])[CH:8]([CH2:14]/[CH:15]=[CH:16]/[CH:17]=O)[CH2:7][CH2:6]2.[F:19][C:20]([F:35])([F:34])[C:21]1[CH:26]=[CH:25][CH:24]=[CH:23][C:22]=1[CH2:27][NH:28]/[CH:29]=[CH:30]/[C:31](=[O:33])[CH3:32], predict the reaction product. The product is: [C:31]([C:30]1[CH:15]([CH2:14][CH:8]2[CH2:7][CH2:6][C:5]3[C:10](=[CH:11][CH:12]=[C:3]([O:2][CH3:1])[CH:4]=3)[C:9]2=[O:13])[CH:16]=[CH:17][N:28]([CH2:27][C:22]2[CH:23]=[CH:24][CH:25]=[CH:26][C:21]=2[C:20]([F:34])([F:35])[F:19])[CH:29]=1)(=[O:33])[CH3:32]. (5) Given the reactants [F:1][C:2]([F:41])([F:40])[C:3]1[CH:4]=[C:5]([C@H:13]([O:15][C@H:16]2[CH2:20][N:19]([C:21]([O:23][C:24]([CH3:27])([CH3:26])[CH3:25])=[O:22])[C@@H:18]([CH2:28][C:29](OC)=[O:30])[C@@H:17]2[C:33]2[CH:38]=[CH:37][C:36]([F:39])=[CH:35][CH:34]=2)[CH3:14])[CH:6]=[C:7]([C:9]([F:12])([F:11])[F:10])[CH:8]=1.CC(C[AlH]CC(C)C)C, predict the reaction product. The product is: [F:41][C:2]([F:1])([F:40])[C:3]1[CH:4]=[C:5]([C@H:13]([O:15][C@H:16]2[CH2:20][N:19]([C:21]([O:23][C:24]([CH3:26])([CH3:25])[CH3:27])=[O:22])[C@@H:18]([CH2:28][CH:29]=[O:30])[C@@H:17]2[C:33]2[CH:38]=[CH:37][C:36]([F:39])=[CH:35][CH:34]=2)[CH3:14])[CH:6]=[C:7]([C:9]([F:10])([F:11])[F:12])[CH:8]=1. (6) Given the reactants [C:1]1([CH3:11])[CH:6]=[CH:5][C:4]([S:7]([O-:10])(=[O:9])=[O:8])=[CH:3][CH:2]=1.[Cl:12][C:13]1[CH:14]=[C:15]2[C:20](=[CH:21][CH:22]=1)[N:19]=[C:18]([NH:23][C:24]([NH2:26])=[NH2+:25])[N:17]=[C:16]2[C:27]1[CH:32]=[CH:31][CH:30]=[CH:29][C:28]=1[N+:33]([O-])=O, predict the reaction product. The product is: [C:1]1([CH3:11])[CH:2]=[CH:3][C:4]([S:7]([O-:10])(=[O:8])=[O:9])=[CH:5][CH:6]=1.[Cl:12][C:13]1[CH:14]=[C:15]2[C:20](=[CH:21][CH:22]=1)[N:19]=[C:18]([NH:23][C:24]([NH2:26])=[NH2+:25])[N:17]=[C:16]2[C:27]1[CH:32]=[CH:31][CH:30]=[CH:29][C:28]=1[NH2:33]. (7) Given the reactants [NH2:1][CH2:2][C:3]1([OH:18])[CH2:8][CH2:7][CH:6]([CH2:9][O:10][CH2:11][C:12]2[CH:17]=[CH:16][CH:15]=[CH:14][CH:13]=2)[CH2:5][CH2:4]1.[OH-].[K+].[C:21](Cl)(Cl)=[O:22], predict the reaction product. The product is: [CH2:11]([O:10][CH2:9][CH:6]1[CH2:5][CH2:4][C:3]2([O:18][C:21](=[O:22])[NH:1][CH2:2]2)[CH2:8][CH2:7]1)[C:12]1[CH:13]=[CH:14][CH:15]=[CH:16][CH:17]=1. (8) Given the reactants Cl[C:2](Cl)([O:4]C(=O)OC(Cl)(Cl)Cl)Cl.[F:13][C:14]([F:27])([F:26])[C:15]1[CH:24]=[C:23]2[C:18]([C@@H:19]([NH2:25])[CH2:20][CH2:21][O:22]2)=[CH:17][CH:16]=1.C(N(CC)C(C)C)(C)C.Cl.[Cl:38][C:39]1[CH:56]=[CH:55][C:42]([CH2:43][N:44]2[C:48]([C@H:49]3[CH2:53][CH2:52][CH2:51][NH:50]3)=[N:47][N:46]=[C:45]2[Cl:54])=[CH:41][CH:40]=1.C([O-])(O)=O.[Na+], predict the reaction product. The product is: [Cl:38][C:39]1[CH:56]=[CH:55][C:42]([CH2:43][N:44]2[C:45]([Cl:54])=[N:46][N:47]=[C:48]2[C@H:49]2[CH2:53][CH2:52][CH2:51][N:50]2[C:2]([NH:25][C@@H:19]2[C:18]3[C:23](=[CH:24][C:15]([C:14]([F:13])([F:26])[F:27])=[CH:16][CH:17]=3)[O:22][CH2:21][CH2:20]2)=[O:4])=[CH:41][CH:40]=1. (9) Given the reactants [F:1][C:2]([F:25])([F:24])[C:3]1[CH:23]=[CH:22][CH:21]=[CH:20][C:4]=1[O:5][CH:6]1[CH2:11][CH2:10][N:9]([C:12]2[S:13][C:14]([C:17]([NH2:19])=O)=[CH:15][N:16]=2)[CH2:8][CH2:7]1.O(S(C(F)(F)F)(=O)=O)S(C(F)(F)F)(=O)=O, predict the reaction product. The product is: [F:24][C:2]([F:1])([F:25])[C:3]1[CH:23]=[CH:22][CH:21]=[CH:20][C:4]=1[O:5][CH:6]1[CH2:11][CH2:10][N:9]([C:12]2[S:13][C:14]([C:17]#[N:19])=[CH:15][N:16]=2)[CH2:8][CH2:7]1.